This data is from TCR-epitope binding with 47,182 pairs between 192 epitopes and 23,139 TCRs. The task is: Binary Classification. Given a T-cell receptor sequence (or CDR3 region) and an epitope sequence, predict whether binding occurs between them. (1) The epitope is SGPLKAEIAQRLED. The TCR CDR3 sequence is CASSFRGGEQFF. Result: 0 (the TCR does not bind to the epitope). (2) The epitope is HLVDFQVTI. The TCR CDR3 sequence is CSASLFANTGELFF. Result: 0 (the TCR does not bind to the epitope). (3) The epitope is RPRGEVRFL. The TCR CDR3 sequence is CAINPLGSSSKKGTQYF. Result: 0 (the TCR does not bind to the epitope). (4) The epitope is GTHWFVTQR. The TCR CDR3 sequence is CASSKDRNQPQHF. Result: 0 (the TCR does not bind to the epitope).